Task: Predict the reactants needed to synthesize the given product.. Dataset: Full USPTO retrosynthesis dataset with 1.9M reactions from patents (1976-2016) (1) Given the product [C:14]([O:18][C:19]([C@H:21]1[C@H:25]([C:26]([CH2:28][OH:29])=[CH2:27])[CH2:24][N:23]([C:30]([O:32][CH2:33][C:34]2[CH:35]=[CH:36][CH:37]=[CH:38][CH:39]=2)=[O:31])[CH2:22]1)=[O:20])([CH3:17])([CH3:15])[CH3:16], predict the reactants needed to synthesize it. The reactants are: O.O.O.O.O.O.O.[Cl-].[Ce+3].[Cl-].[Cl-].[BH4-].[Na+].[C:14]([O:18][C:19]([C@H:21]1[C@H:25]([C:26]([CH:28]=[O:29])=[CH2:27])[CH2:24][N:23]([C:30]([O:32][CH2:33][C:34]2[CH:39]=[CH:38][CH:37]=[CH:36][CH:35]=2)=[O:31])[CH2:22]1)=[O:20])([CH3:17])([CH3:16])[CH3:15]. (2) Given the product [CH2:15]([O:14][C:13]1[C:8]([C:6]([OH:7])=[O:5])=[N:9][C:10]([CH2:23][C:24]2([C:29]3[CH:34]=[CH:33][CH:32]=[CH:31][CH:30]=3)[CH2:25][CH2:26][CH2:27][CH2:28]2)=[N:11][C:12]=1[OH:22])[C:16]1[CH:21]=[CH:20][CH:19]=[CH:18][CH:17]=1, predict the reactants needed to synthesize it. The reactants are: C([O:5][C:6]([C:8]1[C:13]([O:14][CH2:15][C:16]2[CH:21]=[CH:20][CH:19]=[CH:18][CH:17]=2)=[C:12]([OH:22])[N:11]=[C:10]([CH2:23][C:24]2([C:29]3[CH:34]=[CH:33][CH:32]=[CH:31][CH:30]=3)[CH2:28][CH2:27][CH2:26][CH2:25]2)[N:9]=1)=[O:7])(C)(C)C. (3) The reactants are: [NH2:1][C:2]1[CH:17]=[CH:16][C:5]([O:6][C:7]2[C:12]([NH:13][CH3:14])=[C:11](I)[N:10]=[CH:9][N:8]=2)=[CH:4][C:3]=1[Cl:18].C(N(CC)CC)C.[CH2:26]([O:29][CH:30]1[CH2:35][CH2:34][CH2:33][CH2:32][O:31]1)[C:27]#[CH:28]. Given the product [NH2:1][C:2]1[CH:17]=[CH:16][C:5]([O:6][C:7]2[C:12]([NH:13][CH3:14])=[C:11]([C:28]#[C:27][CH2:26][O:29][CH:30]3[CH2:35][CH2:34][CH2:33][CH2:32][O:31]3)[N:10]=[CH:9][N:8]=2)=[CH:4][C:3]=1[Cl:18], predict the reactants needed to synthesize it. (4) Given the product [CH3:16][O:15][C:10]1[CH:11]=[C:12]2[C:7](=[CH:8][C:9]=1[O:17][CH3:18])[C:6]1=[CH:19][C:2]([O:30][C:23]3[C:24]([CH3:29])=[CH:25][C:26]([CH3:28])=[CH:27][C:22]=3[CH3:21])=[N:3][C:4](=[O:20])[N:5]1[CH2:14][CH2:13]2, predict the reactants needed to synthesize it. The reactants are: Cl[C:2]1[CH:19]=[C:6]2[C:7]3[C:12]([CH2:13][CH2:14][N:5]2[C:4](=[O:20])[N:3]=1)=[CH:11][C:10]([O:15][CH3:16])=[C:9]([O:17][CH3:18])[CH:8]=3.[CH3:21][C:22]1[CH:27]=[C:26]([CH3:28])[CH:25]=[C:24]([CH3:29])[C:23]=1[OH:30].C(=O)([O-])[O-].[K+].[K+].C(OCC)(=O)C. (5) Given the product [Cl:1][C:2]1[CH:3]=[C:4]([C:5]([N:19]2[CH2:22][CH2:21][CH2:20]2)=[O:7])[CH:8]=[CH:9][C:10]=1[F:11], predict the reactants needed to synthesize it. The reactants are: [Cl:1][C:2]1[CH:3]=[C:4]([CH:8]=[CH:9][C:10]=1[F:11])[C:5]([OH:7])=O.C(Cl)(=O)C(Cl)=O.Cl.[NH:19]1[CH2:22][CH2:21][CH2:20]1.C(N(CC)CC)C. (6) Given the product [C:1]([O:5][C:6](=[O:25])[N:7]([CH2:9][C:10]1[CH:14]=[C:13]([C:32]2[CH:33]=[CH:34][C:29]([O:28][CH:27]([F:44])[F:26])=[CH:30][CH:31]=2)[N:12]([S:16]([C:19]2[CH:20]=[N:21][CH:22]=[CH:23][CH:24]=2)(=[O:18])=[O:17])[CH:11]=1)[CH3:8])([CH3:4])([CH3:3])[CH3:2], predict the reactants needed to synthesize it. The reactants are: [C:1]([O:5][C:6](=[O:25])[N:7]([CH2:9][C:10]1[CH:14]=[C:13](Br)[N:12]([S:16]([C:19]2[CH:20]=[N:21][CH:22]=[CH:23][CH:24]=2)(=[O:18])=[O:17])[CH:11]=1)[CH3:8])([CH3:4])([CH3:3])[CH3:2].[F:26][CH:27]([F:44])[O:28][C:29]1[CH:34]=[CH:33][C:32](B2OC(C)(C)C(C)(C)O2)=[CH:31][CH:30]=1.C(=O)([O-])[O-].[Na+].[Na+]. (7) Given the product [N+:11]([C:8]1[CH:9]=[CH:10][C:5]([CH2:4][NH:1][C:2]2[O:28][C:27]([C:19]3[CH:18]=[CH:17][C:16]4[C:15]([CH3:31])([CH3:14])[CH2:24][CH2:23][C:22]([CH3:26])([CH3:25])[C:21]=4[CH:20]=3)=[N:29][N:30]=2)=[CH:6][CH:7]=1)([O-:13])=[O:12], predict the reactants needed to synthesize it. The reactants are: [N:1]([CH2:4][C:5]1[CH:10]=[CH:9][C:8]([N+:11]([O-:13])=[O:12])=[CH:7][CH:6]=1)=[C:2]=S.[CH3:14][C:15]1([CH3:31])[CH2:24][CH2:23][C:22]([CH3:26])([CH3:25])[C:21]2[CH:20]=[C:19]([C:27]([NH:29][NH2:30])=[O:28])[CH:18]=[CH:17][C:16]1=2.